From a dataset of Forward reaction prediction with 1.9M reactions from USPTO patents (1976-2016). Predict the product of the given reaction. (1) Given the reactants Br[C:2]1[CH:3]=[CH:4][C:5]2[NH:6][C:7]3[C:12]([C:13]=2[CH:14]=1)=[CH:11][C:10](Br)=[CH:9][CH:8]=3.C1[C:24]2[C:23]3[CH:25]=[CH:26][CH:27]=[CH:28][C:22]=3[S:21][C:20]=2C(B(O)O)=CC=1.C(=O)([O-])[O-].[K+].[K+].O1[CH2:42][CH2:41][CH2:40][CH2:39]1, predict the reaction product. The product is: [S:21]1[C:20]2[CH:24]=[CH:23][CH:22]=[C:42]([C:2]3[CH:3]=[CH:4][C:5]4[NH:6][C:7]5[C:12]([C:13]=4[CH:14]=3)=[CH:11][C:10]([C:25]3[C:23]4[CH:24]=[CH:20][S:21][C:22]=4[CH:28]=[CH:27][CH:26]=3)=[CH:9][CH:8]=5)[C:41]=2[CH:40]=[CH:39]1. (2) Given the reactants C1(C)C=CC=CC=1.I[C:9]1[CH:18]=[CH:17][CH:16]=[CH:15][C:10]=1[C:11]([O:13][CH3:14])=[O:12].[C:19]([C:21]1([OH:29])[C:26](=[CH2:27])[CH:25]2[CH2:28][CH:22]1[CH2:23][CH2:24]2)#[CH:20].C(NC(C)C)(C)C, predict the reaction product. The product is: [OH:29][C:21]1([C:19]#[C:20][C:9]2[CH:18]=[CH:17][CH:16]=[CH:15][C:10]=2[C:11]([O:13][CH3:14])=[O:12])[C:26](=[CH2:27])[CH:25]2[CH2:28][CH:22]1[CH2:23][CH2:24]2. (3) Given the reactants [NH2:1][CH2:2][CH2:3][O:4][C:5]1[CH:10]=[CH:9][C:8]([C:11](=[O:22])[NH:12][C:13]2([C:16]3[CH:21]=[CH:20][CH:19]=[CH:18][N:17]=3)[CH2:15][CH2:14]2)=[CH:7][C:6]=1[C:23]1[CH:24]=[CH:25][C:26]2[O:30][C:29]([C:31]3[CH:36]=[CH:35][C:34]([F:37])=[CH:33][CH:32]=3)=[C:28]([C:38]([NH:40][CH3:41])=[O:39])[C:27]=2[CH:42]=1.C(O)(C(F)(F)F)=[O:44], predict the reaction product. The product is: [NH2:1][C:2](=[O:44])[CH2:3][O:4][C:5]1[CH:10]=[CH:9][C:8]([C:11](=[O:22])[NH:12][C:13]2([C:16]3[CH:21]=[CH:20][CH:19]=[CH:18][N:17]=3)[CH2:14][CH2:15]2)=[CH:7][C:6]=1[C:23]1[CH:24]=[CH:25][C:26]2[O:30][C:29]([C:31]3[CH:32]=[CH:33][C:34]([F:37])=[CH:35][CH:36]=3)=[C:28]([C:38]([NH:40][CH3:41])=[O:39])[C:27]=2[CH:42]=1. (4) Given the reactants [Cl:1][C:2]1[CH:3]=[C:4]2[C:9](=[CH:10][CH:11]=1)[C:8](SC)=[N:7][CH2:6][CH:5]2[C:14]1[CH:19]=[CH:18][C:17]([N+:20]([O-:22])=[O:21])=[CH:16][CH:15]=1.[CH3:23][NH2:24], predict the reaction product. The product is: [Cl:1][C:2]1[CH:3]=[C:4]2[C:9](=[CH:10][CH:11]=1)[C:8]([NH:24][CH3:23])=[N:7][CH2:6][CH:5]2[C:14]1[CH:19]=[CH:18][C:17]([N+:20]([O-:22])=[O:21])=[CH:16][CH:15]=1. (5) Given the reactants [Br:1][C:2]1[N:7]=[C:6]([C@H:8]([OH:13])[CH2:9][CH2:10][CH2:11][CH3:12])[CH:5]=[CH:4][CH:3]=1.O[C:15]1[CH:20]=[CH:19][C:18]([CH2:21][CH2:22][C:23]([O:25][CH2:26][CH3:27])=[O:24])=[C:17]([CH3:28])[CH:16]=1.C1CCN(C(N=NC(N2CCCCC2)=O)=O)CC1.CCCCP(CCCC)CCCC, predict the reaction product. The product is: [Br:1][C:2]1[N:7]=[C:6]([C@@H:8]([O:13][C:15]2[CH:20]=[CH:19][C:18]([CH2:21][CH2:22][C:23]([O:25][CH2:26][CH3:27])=[O:24])=[C:17]([CH3:28])[CH:16]=2)[CH2:9][CH2:10][CH2:11][CH3:12])[CH:5]=[CH:4][CH:3]=1. (6) Given the reactants [C:1]([Cu])#[N:2].[CH2:4]([NH:6][C:7](=[O:9])[O-:8])[CH3:5].[CH3:10][O:11][C:12]1[C:13](Br)=[CH:14][C:15]2[CH:16]([CH3:24])[CH:17]3[CH2:21][NH:20][CH2:19][CH:18]3[C:22]=2[CH:23]=1, predict the reaction product. The product is: [CH2:4]([NH:6][C:7](=[O:8])[O-:9])[CH3:5].[CH3:10][O:11][C:12]1[C:13]([C:1]#[N:2])=[CH:14][C:15]2[CH:16]([CH3:24])[CH:17]3[CH2:21][NH:20][CH2:19][CH:18]3[C:22]=2[CH:23]=1. (7) Given the reactants [Br:1][C:2]1[C:3]([C:13]2[CH:18]=[CH:17][CH:16]=[CH:15][CH:14]=2)=[CH:4][C:5]2[NH:10][C:9](=S)[CH2:8][O:7][C:6]=2[N:12]=1.C([O:21][C:22]([NH:24][NH2:25])=O)C, predict the reaction product. The product is: [Br:1][C:2]1[C:3]([C:13]2[CH:18]=[CH:17][CH:16]=[CH:15][CH:14]=2)=[CH:4][C:5]2[N:10]3[C:22](=[O:21])[NH:24][N:25]=[C:9]3[CH2:8][O:7][C:6]=2[N:12]=1. (8) Given the reactants [CH:1](=[O:10])/[CH:2]=[CH:3]/[C:4]1[CH:9]=[CH:8][CH:7]=[CH:6][CH:5]=1.[OH:11][CH2:12][CH:13]([CH2:15]O)[OH:14].C1(CCCCC(O)CO)C=CC=CC=1.C1(CCCCC(O)CO)CCCCC1, predict the reaction product. The product is: [C:4]1([CH2:3][CH2:2][CH2:1][O:10][CH2:15][CH:13]([OH:14])[CH2:12][OH:11])[CH:9]=[CH:8][CH:7]=[CH:6][CH:5]=1. (9) The product is: [Cl:1][C:2]1[CH:3]=[CH:4][C:5]([C:25]#[N:26])=[C:6]([C:8]2[C:13]([O:14][CH3:15])=[CH:12][N:11]([CH:16]([CH2:20][CH2:21][O:22][CH3:23])[C:17]([NH:27][C:28]3[CH:36]=[C:35]4[C:31]([CH:32]=[C:33]([C:37]([O:39][CH2:40][CH3:41])=[O:38])[NH:34]4)=[CH:30][CH:29]=3)=[O:18])[C:10](=[O:24])[CH:9]=2)[CH:7]=1. Given the reactants [Cl:1][C:2]1[CH:3]=[CH:4][C:5]([C:25]#[N:26])=[C:6]([C:8]2[C:13]([O:14][CH3:15])=[CH:12][N:11]([CH:16]([CH2:20][CH2:21][O:22][CH3:23])[C:17](O)=[O:18])[C:10](=[O:24])[CH:9]=2)[CH:7]=1.[NH2:27][C:28]1[CH:36]=[C:35]2[C:31]([CH:32]=[C:33]([C:37]([O:39][CH2:40][CH3:41])=[O:38])[NH:34]2)=[CH:30][CH:29]=1.CC(C)N=C=NC(C)C, predict the reaction product.